From a dataset of TCR-epitope binding with 47,182 pairs between 192 epitopes and 23,139 TCRs. Binary Classification. Given a T-cell receptor sequence (or CDR3 region) and an epitope sequence, predict whether binding occurs between them. (1) The epitope is YLNTLTLAV. The TCR CDR3 sequence is CASSSYGSGQETQYF. Result: 1 (the TCR binds to the epitope). (2) The epitope is RLRAEAQVK. The TCR CDR3 sequence is CASRTSGSSYEQYF. Result: 0 (the TCR does not bind to the epitope).